Predict the reactants needed to synthesize the given product. From a dataset of Full USPTO retrosynthesis dataset with 1.9M reactions from patents (1976-2016). Given the product [NH:55]1[C:56]2[CH:61]=[CH:60][CH:59]=[CH:58][C:57]=2[N:53]=[C:54]1[NH:4][CH2:1][CH2:2][CH2:15][CH2:16][CH2:17][NH:18][C:42]([C:39]1[CH:40]=[CH:41][C:26]2[CH:25]([CH2:24][C:23]([O:22][CH3:21])=[O:45])[C:31]3[CH:32]=[CH:33][CH:34]=[CH:35][C:30]=3[C:29](=[O:36])[N:28]([CH3:37])[C:27]=2[CH:38]=1)=[O:43], predict the reactants needed to synthesize it. The reactants are: [CH:1]([N:4](C(C)C)CC)(C)[CH3:2].CCN=C=N[CH2:15][CH2:16][CH2:17][N:18](C)C.[CH3:21][O:22][C:23](=[O:45])[CH2:24][CH:25]1[C:31]2[CH:32]=[CH:33][CH:34]=[CH:35][C:30]=2[C:29](=[O:36])[N:28]([CH3:37])[C:27]2[CH:38]=[C:39]([C:42](O)=[O:43])[CH:40]=[CH:41][C:26]1=2.FC(F)(F)C(O)=O.[NH:53]1[C:57]2[CH:58]=[CH:59][CH:60]=[CH:61][C:56]=2[N:55]=[C:54]1CN.